From a dataset of TCR-epitope binding with 47,182 pairs between 192 epitopes and 23,139 TCRs. Binary Classification. Given a T-cell receptor sequence (or CDR3 region) and an epitope sequence, predict whether binding occurs between them. The epitope is NLDSKVGGNY. The TCR CDR3 sequence is CASSQDFGQLHF. Result: 0 (the TCR does not bind to the epitope).